Task: Predict which catalyst facilitates the given reaction.. Dataset: Catalyst prediction with 721,799 reactions and 888 catalyst types from USPTO (1) Reactant: [Br:1][C:2]1[CH:3]=[C:4]([CH2:9][CH2:10][C:11]#[N:12])[CH:5]=[CH:6][C:7]=1[F:8].CO.C([Cl:18])(=O)C.[NH3:19]. Product: [ClH:18].[Br:1][C:2]1[CH:3]=[C:4]([CH2:9][CH2:10][C:11](=[NH:19])[NH2:12])[CH:5]=[CH:6][C:7]=1[F:8]. The catalyst class is: 11. (2) Reactant: [CH3:1][O:2][C:3]1[CH:8]=[C:7]([CH3:9])[NH:6][C:5](=[O:10])[C:4]=1[CH2:11][NH:12][C:13]([C:15]1[C:16]([CH3:42])=[C:17]([CH:24]([CH:26]2[CH2:31][CH2:30][N:29](C(OCC3C=CC=CC=3)=O)[CH2:28][CH2:27]2)[CH3:25])[N:18]2[C:23]=1[CH:22]=[CH:21][CH:20]=[N:19]2)=[O:14]. Product: [CH3:1][O:2][C:3]1[CH:8]=[C:7]([CH3:9])[NH:6][C:5](=[O:10])[C:4]=1[CH2:11][NH:12][C:13]([C:15]1[C:16]([CH3:42])=[C:17]([CH:24]([CH:26]2[CH2:31][CH2:30][NH:29][CH2:28][CH2:27]2)[CH3:25])[N:18]2[C:23]=1[CH:22]=[CH:21][CH:20]=[N:19]2)=[O:14]. The catalyst class is: 19. (3) Reactant: [NH2:1][C:2]([C:14]1[CH:19]=[CH:18][C:17]([CH2:20][CH2:21][C:22]2[C:26]3[C:27]([OH:31])=[CH:28][CH:29]=[CH:30][C:25]=3[O:24][CH:23]=2)=[CH:16][CH:15]=1)=[N:3][C:4]([O:6][CH2:7][C:8]1[CH:13]=[CH:12][CH:11]=[CH:10][CH:9]=1)=[O:5].[C:32]([O:35][C@@H:36]1[C@@H:48]([O:49][C:50](=[O:52])[CH3:51])[C@H:47]([O:53][C:54](=[O:56])[CH3:55])[C@@H:46]([CH2:57][O:58][C:59](=[O:61])[CH3:60])[O:45][C@@H:37]1OC(=N)C(Cl)(Cl)Cl)(=[O:34])[CH3:33].C(=O)([O-])O.[Na+]. Product: [C:32]([O:35][C@@H:36]1[C@@H:48]([O:49][C:50](=[O:52])[CH3:51])[C@H:47]([O:53][C:54](=[O:56])[CH3:55])[C@@H:46]([CH2:57][O:58][C:59](=[O:61])[CH3:60])[O:45][C@H:37]1[O:31][C:27]1[C:26]2[C:22]([CH2:21][CH2:20][C:17]3[CH:18]=[CH:19][C:14]([C:2]([NH2:1])=[N:3][C:4]([O:6][CH2:7][C:8]4[CH:9]=[CH:10][CH:11]=[CH:12][CH:13]=4)=[O:5])=[CH:15][CH:16]=3)=[CH:23][O:24][C:25]=2[CH:30]=[CH:29][CH:28]=1)(=[O:34])[CH3:33]. The catalyst class is: 4. (4) Reactant: O[C:2]1[C:11]2[C:6](=[CH:7][CH:8]=[CH:9][CH:10]=2)[C:5](=[O:12])[N:4]([C:13]2[CH:18]=[CH:17][C:16]([CH:19]([CH3:21])[CH3:20])=[CH:15][CH:14]=2)[N:3]=1.P(Br)(Br)([Br:24])=O.C(C1C=C(C)C=C(C(C)(C)C)C=1O)(C)(C)C. Product: [Br:24][C:2]1[C:11]2[C:6](=[CH:7][CH:8]=[CH:9][CH:10]=2)[C:5](=[O:12])[N:4]([C:13]2[CH:18]=[CH:17][C:16]([CH:19]([CH3:21])[CH3:20])=[CH:15][CH:14]=2)[N:3]=1. The catalyst class is: 6. (5) Reactant: [CH2:1]([O:8][C:9]1[CH:14]=[CH:13][C:12]([C@@H:15]2[C@@H:18]([CH2:19][CH2:20][C:21](N(OC)C)=[O:22])[C:17](=[O:27])[N:16]2C2C=CC(F)=CC=2)=[CH:11][CH:10]=1)[C:2]1[CH:7]=[CH:6][CH:5]=[CH:4][CH:3]=1.[F:35][C:36]1[CH:41]=[CH:40][C:39]([Mg]Br)=[CH:38][CH:37]=1.Cl.C(O[CH2:49][CH3:50])(=O)C. Product: [CH2:1]([O:8][C:9]1[CH:10]=[CH:11][C:12]([C@H:15]2[N:16]([C:39]3[CH:40]=[CH:41][C:36]([F:35])=[CH:37][CH:38]=3)[C:17](=[O:27])[C@@H:18]2[CH2:19][CH2:20][C:21]([C:50]2[CH:49]=[CH:41][C:36]([F:35])=[CH:37][CH:38]=2)=[O:22])=[CH:13][CH:14]=1)[C:2]1[CH:7]=[CH:6][CH:5]=[CH:4][CH:3]=1. The catalyst class is: 1. (6) Reactant: [N:1]([CH2:4][C:5]1[CH:10]=[CH:9][N:8]=[C:7]([C:11]([O:13][CH3:14])=[O:12])[CH:6]=1)=[N+]=[N-]. Product: [NH2:1][CH2:4][C:5]1[CH:10]=[CH:9][N:8]=[C:7]([C:11]([O:13][CH3:14])=[O:12])[CH:6]=1. The catalyst class is: 19. (7) Product: [N:38]1([C:41]2[C:46]([NH:47][C:55]3[C:64]4[C:59](=[CH:60][C:61]([F:66])=[CH:62][C:63]=4[F:65])[N:58]=[C:57]([C:67]4[CH:72]=[CH:71][C:70]([CH3:73])=[CH:69][N:68]=4)[C:56]=3[CH3:74])=[CH:45][C:44]([N:48]3[CH2:49][CH2:50][O:51][CH2:52][CH2:53]3)=[CH:43][N:42]=2)[CH2:39][CH2:40][O:35][CH2:36][CH2:37]1. Reactant: C1(P(C2CCCCC2)C2C=CC=CC=2C2C(C(C)C)=CC(C(C)C)=CC=2C(C)C)CCCCC1.[O:35]1[CH2:40][CH2:39][N:38]([C:41]2[C:46]([NH2:47])=[CH:45][C:44]([N:48]3[CH2:53][CH2:52][O:51][CH2:50][CH2:49]3)=[CH:43][N:42]=2)[CH2:37][CH2:36]1.Cl[C:55]1[C:64]2[C:59](=[CH:60][C:61]([F:66])=[CH:62][C:63]=2[F:65])[N:58]=[C:57]([C:67]2[CH:72]=[CH:71][C:70]([CH3:73])=[CH:69][N:68]=2)[C:56]=1[CH3:74].CC(C)([O-])C.[Na+]. The catalyst class is: 882. (8) Reactant: [F:1][C:2]1[CH:7]=[C:6]([CH:8]2[CH2:13][CH2:12][CH:11]([CH2:14][CH2:15][CH3:16])[CH2:10][O:9]2)[CH:5]=[CH:4][C:3]=1[OH:17].C(N(CC)CC)C.[F:25][C:26]([F:39])([F:38])[S:27](O[S:27]([C:26]([F:39])([F:38])[F:25])(=[O:29])=[O:28])(=[O:29])=[O:28]. Product: [F:25][C:26]([F:39])([F:38])[S:27]([O:17][C:3]1[CH:4]=[CH:5][C:6]([C@H:8]2[CH2:13][CH2:12][C@H:11]([CH2:14][CH2:15][CH3:16])[CH2:10][O:9]2)=[CH:7][C:2]=1[F:1])(=[O:29])=[O:28]. The catalyst class is: 154.